This data is from Catalyst prediction with 721,799 reactions and 888 catalyst types from USPTO. The task is: Predict which catalyst facilitates the given reaction. (1) Reactant: [CH3:1][O:2][C:3]1[CH:4]=[C:5]([NH:11][C:12]2[C:13]3[N:39]=[CH:38][S:37][C:14]=3[N:15]=[C:16]([C:18]3[CH:19]=[C:20](/[C:24](/[F:36])=[CH:25]/[C:26]4[CH:35]=[CH:34][C:29]([C:30]([O:32]C)=[O:31])=[CH:28][CH:27]=4)[CH:21]=[CH:22][CH:23]=3)[N:17]=2)[CH:6]=[CH:7][C:8]=1[O:9][CH3:10].[OH-].[Na+].Cl. Product: [CH3:1][O:2][C:3]1[CH:4]=[C:5]([NH:11][C:12]2[C:13]3[N:39]=[CH:38][S:37][C:14]=3[N:15]=[C:16]([C:18]3[CH:19]=[C:20](/[C:24](/[F:36])=[CH:25]/[C:26]4[CH:35]=[CH:34][C:29]([C:30]([OH:32])=[O:31])=[CH:28][CH:27]=4)[CH:21]=[CH:22][CH:23]=3)[N:17]=2)[CH:6]=[CH:7][C:8]=1[O:9][CH3:10]. The catalyst class is: 38. (2) Reactant: [N+:1]([C:4]1[CH:12]=[CH:11][CH:10]=[C:6]([C:7]([OH:9])=[O:8])[C:5]=1[C:13]([OH:15])=[O:14])([O-:3])=[O:2].[CH:16](OC)(OC)OC.S(=O)(=O)(O)O. Product: [C:13]([C:5]1[C:4]([N+:1]([O-:3])=[O:2])=[CH:12][CH:11]=[CH:10][C:6]=1[C:7]([O:9][CH3:16])=[O:8])([OH:15])=[O:14]. The catalyst class is: 5. (3) Reactant: [CH3:1][O:2][C:3](=[O:26])[CH2:4][CH:5]([C:16]1[C:21]([N+:22]([O-:24])=[O:23])=[CH:20][CH:19]=[C:18](Br)[N:17]=1)S(C1C=CC(C)=CC=1)(=O)=O.C([O-])([O-])=O.[Na+].[Na+].[CH3:33][O:34][C:35]([C:37]1[CH:38]=[N:39][CH:40]=[C:41](B2OC(C)(C)C(C)(C)O2)[CH:42]=1)=[O:36].O. Product: [CH3:33][O:34][C:35]([C:37]1[CH:42]=[C:41]([C:18]2[CH:19]=[CH:20][C:21]([N+:22]([O-:24])=[O:23])=[C:16]([CH:5]=[CH:4][C:3]([O:2][CH3:1])=[O:26])[N:17]=2)[CH:40]=[N:39][CH:38]=1)=[O:36]. The catalyst class is: 184. (4) Reactant: [NH2:1][C:2]1[CH:3]=[N:4][CH:5]=[CH:6][CH:7]=1.C(N(CC)CC)C.[Cl-].ClC1N(C)CC[NH+]1C.[CH3:24][O:25][C:26]1[C:27](=[O:54])[C:28]([CH3:53])=[C:29]([CH2:35][C:36]2[CH:37]=[CH:38][C:39]([O:45][CH2:46][C:47]3[CH:48]=[N:49][CH:50]=[CH:51][CH:52]=3)=[C:40]([CH:44]=2)[C:41](O)=[O:42])[C:30](=[O:34])[C:31]=1[O:32][CH3:33]. Product: [N:4]1[CH:5]=[CH:6][CH:7]=[C:2]([NH:1][C:41](=[O:42])[C:40]2[CH:44]=[C:36]([CH2:35][C:29]3[C:30](=[O:34])[C:31]([O:32][CH3:33])=[C:26]([O:25][CH3:24])[C:27](=[O:54])[C:28]=3[CH3:53])[CH:37]=[CH:38][C:39]=2[O:45][CH2:46][C:47]2[CH:48]=[N:49][CH:50]=[CH:51][CH:52]=2)[CH:3]=1. The catalyst class is: 2. (5) Reactant: Cl[C:2]1[N:7]=[C:6]([C:8]2[S:12][C:11]([CH:13]3[CH2:18][CH2:17][O:16][CH2:15][CH2:14]3)=[N:10][C:9]=2[C:19]2[C:20]([F:37])=[C:21]([NH:25][S:26]([C:29]3[CH:34]=[C:33]([F:35])[CH:32]=[CH:31][C:30]=3[F:36])(=[O:28])=[O:27])[CH:22]=[CH:23][CH:24]=2)[CH:5]=[CH:4][N:3]=1.[CH3:38][Zn]C. Product: [F:36][C:30]1[CH:31]=[CH:32][C:33]([F:35])=[CH:34][C:29]=1[S:26]([NH:25][C:21]1[CH:22]=[CH:23][CH:24]=[C:19]([C:9]2[N:10]=[C:11]([CH:13]3[CH2:18][CH2:17][O:16][CH2:15][CH2:14]3)[S:12][C:8]=2[C:6]2[CH:5]=[CH:4][N:3]=[C:2]([CH3:38])[N:7]=2)[C:20]=1[F:37])(=[O:28])=[O:27]. The catalyst class is: 11. (6) Reactant: C[CH:2]([N:14]1[CH2:19][CH2:18][NH:17][CH2:16][CH2:15]1)[C:3]1[CH:4]=[C:5]([CH:7]=[C:8]([C:10]([F:13])([F:12])[F:11])[CH:9]=1)[NH2:6].[C:20](N1C=CN=C1)(N1C=CN=C1)=[O:21].[NH2:32][C:33]1[CH:38]=[CH:37][C:36]([N:39]2[CH:47]=[N:46][C:45]3[C:40]2=[N:41][CH:42]=[N:43][C:44]=3[NH:48][CH3:49])=[CH:35][CH:34]=1.[CH3:50]N(C)C=O. Product: [CH3:49][NH:48][C:44]1[N:43]=[CH:42][N:41]=[C:40]2[C:45]=1[N:46]=[CH:47][N:39]2[C:36]1[CH:37]=[CH:38][C:33]([NH:32][C:20]([NH:6][C:5]2[CH:7]=[C:8]([C:10]([F:11])([F:12])[F:13])[CH:9]=[C:3]([CH2:2][N:14]3[CH2:15][CH2:16][N:17]([CH3:50])[CH2:18][CH2:19]3)[CH:4]=2)=[O:21])=[CH:34][CH:35]=1. The catalyst class is: 4. (7) Reactant: [CH:1]([C:3]1[N:8]=[C:7]([C:9]([OH:11])=[O:10])[CH:6]=[CH:5][CH:4]=1)=O.[CH3:12][N:13]1[CH2:18][CH2:17][NH:16][CH2:15][CH2:14]1.C(O)(=O)C.C(O[BH-](OC(=O)C)OC(=O)C)(=O)C.[Na+]. Product: [CH3:12][N:13]1[CH2:18][CH2:17][N:16]([CH2:1][C:3]2[N:8]=[C:7]([C:9]([OH:11])=[O:10])[CH:6]=[CH:5][CH:4]=2)[CH2:15][CH2:14]1. The catalyst class is: 98. (8) Reactant: O[CH2:2][C:3]1[CH:16]=[N:15][C:6]2[C:7]3[N:8]([CH:12]=[CH:13][CH:14]=3)[C:9](=[O:11])[NH:10][C:5]=2[CH:4]=1.[Cl:17][C:18]1[CH:19]=[C:20]([CH:26]=[CH:27][C:28]=1[N:29]1[CH2:34][CH2:33][NH:32][CH2:31][CH2:30]1)[C:21]([NH:23][CH2:24][CH3:25])=[O:22].[I-].C(C[P+](C)(C)C)#N.C(N(C(C)C)C(C)C)C. Product: [Cl:17][C:18]1[CH:19]=[C:20]([CH:26]=[CH:27][C:28]=1[N:29]1[CH2:30][CH2:31][N:32]([CH2:2][C:3]2[CH:16]=[N:15][C:6]3[C:7]4[N:8]([CH:12]=[CH:13][CH:14]=4)[C:9](=[O:11])[NH:10][C:5]=3[CH:4]=2)[CH2:33][CH2:34]1)[C:21]([NH:23][CH2:24][CH3:25])=[O:22]. The catalyst class is: 397. (9) Reactant: [O:1]=[C:2]1[CH2:10][C:9]2[C:4](=[CH:5][C:6]([C:11]([C:13]3[CH:14]=[C:15]([NH:19][C:20]([C:22]4[CH:23]=[N:24][N:25]([CH2:28][CH3:29])[C:26]=4[CH3:27])=[O:21])[CH:16]=[CH:17][CH:18]=3)=[O:12])=[CH:7][CH:8]=2)[NH:3]1.[CH:30](OCC)=[O:31].[O-]CC.[Na+].Cl. Product: [OH:31][CH:30]=[C:10]1[C:9]2[C:4](=[CH:5][C:6]([C:11]([C:13]3[CH:14]=[C:15]([NH:19][C:20]([C:22]4[CH:23]=[N:24][N:25]([CH2:28][CH3:29])[C:26]=4[CH3:27])=[O:21])[CH:16]=[CH:17][CH:18]=3)=[O:12])=[CH:7][CH:8]=2)[NH:3][C:2]1=[O:1]. The catalyst class is: 8.